From a dataset of Peptide-MHC class II binding affinity with 134,281 pairs from IEDB. Regression. Given a peptide amino acid sequence and an MHC pseudo amino acid sequence, predict their binding affinity value. This is MHC class II binding data. The peptide sequence is FDGPRTNTILEDNNEVEV. The MHC is DRB3_0101 with pseudo-sequence DRB3_0101. The binding affinity (normalized) is 0.202.